This data is from Catalyst prediction with 721,799 reactions and 888 catalyst types from USPTO. The task is: Predict which catalyst facilitates the given reaction. (1) Reactant: S(O)(O)(=O)=O.[CH3:6][S:7][C:8](=[NH:10])[NH2:9].[CH3:6][S:7][C:8](=[NH:10])[NH2:9].[O-]CC.[Na+].[C:20]([O:24][C:25]([N:27]1[CH2:31][C:30](=O)[C:29](=[CH:33]N(C)C)[CH2:28]1)=[O:26])([CH3:23])([CH3:22])[CH3:21]. Product: [CH3:6][S:7][C:8]1[N:9]=[CH:33][C:29]2[CH2:28][N:27]([C:25]([O:24][C:20]([CH3:23])([CH3:22])[CH3:21])=[O:26])[CH2:31][C:30]=2[N:10]=1. The catalyst class is: 8. (2) Reactant: Cl[C:2]1[C:11]2[C:6](=[CH:7][CH:8]=[CH:9][C:10]=2[O:12][CH:13]2[CH2:18][CH2:17][N:16]([CH3:19])[CH2:15][CH2:14]2)[N:5]=[CH:4][N:3]=1.[Cl:20][C:21]1[CH:34]=[C:33]([NH2:35])[CH:32]=[CH:31][C:22]=1[O:23][CH2:24][C:25]1[O:29][N:28]=[C:27]([CH3:30])[CH:26]=1. Product: [Cl:20][C:21]1[CH:34]=[C:33]([CH:32]=[CH:31][C:22]=1[O:23][CH2:24][C:25]1[O:29][N:28]=[C:27]([CH3:30])[CH:26]=1)[NH:35][C:2]1[C:11]2[C:6](=[CH:7][CH:8]=[CH:9][C:10]=2[O:12][CH:13]2[CH2:18][CH2:17][N:16]([CH3:19])[CH2:15][CH2:14]2)[N:5]=[CH:4][N:3]=1. The catalyst class is: 41.